This data is from CYP3A4 inhibition data for predicting drug metabolism from PubChem BioAssay. The task is: Regression/Classification. Given a drug SMILES string, predict its absorption, distribution, metabolism, or excretion properties. Task type varies by dataset: regression for continuous measurements (e.g., permeability, clearance, half-life) or binary classification for categorical outcomes (e.g., BBB penetration, CYP inhibition). Dataset: cyp3a4_veith. (1) The molecule is CNc1cc(-c2ccccc2C)ncn1. The result is 0 (non-inhibitor). (2) The compound is N#CCCn1c(=O)c(CCc2ccccc2)nc2cnc(Oc3ccccc3)nc21. The result is 1 (inhibitor). (3) The drug is COc1ccccc1-c1cc(NCc2cccc(C)c2)ncn1. The result is 1 (inhibitor). (4) The drug is COc1ccc2[nH]cc(CCNc3cc(-c4ccoc4)ncn3)c2c1. The result is 1 (inhibitor). (5) The compound is c1cn(-c2ccnc(-c3ccc4c(c3)OCO4)n2)cn1. The result is 1 (inhibitor). (6) The drug is COc1cccc(Cn2c(=O)c(-c3ccc(F)c(F)c3)nc3cncnc32)c1. The result is 1 (inhibitor). (7) The molecule is C[C@@H]1c2ccccc2Cn2cc3c(c21)C(=O)c1cccc(OP(=O)(O)OCc2ccccc2)c1C3=O.[Na]. The result is 0 (non-inhibitor). (8) The result is 0 (non-inhibitor). The compound is CC(NC(=O)c1ccccc1F)C(=O)O. (9) The molecule is N=C(N)SCc1ccc(Cl)cc1Cl.O=[N+]([O-])c1c(O)c(Cl)cc(Cl)c1Cl. The result is 0 (non-inhibitor).